The task is: Predict the reactants needed to synthesize the given product.. This data is from Full USPTO retrosynthesis dataset with 1.9M reactions from patents (1976-2016). (1) Given the product [O:40]=[S:21]1(=[O:20])[CH2:26][CH2:25][N:24]2[CH:27]3[CH2:32][CH2:31][C:30]([C:33]4[CH:38]=[CH:37][C:36]([O:39][C:8]5[CH:9]=[C:10]([CH:13]=[CH:14][C:15]=5[C:16]([F:19])([F:18])[F:17])[C:11]#[N:12])=[CH:35][CH:34]=4)([C:23]2=[N:22]1)[CH2:29][CH2:28]3, predict the reactants needed to synthesize it. The reactants are: C(=O)([O-])[O-].[K+].[K+].F[C:8]1[CH:9]=[C:10]([CH:13]=[CH:14][C:15]=1[C:16]([F:19])([F:18])[F:17])[C:11]#[N:12].[O:20]=[S:21]1(=[O:40])[CH2:26][CH2:25][N:24]2[CH:27]3[CH2:32][CH2:31][C:30]([C:33]4[CH:38]=[CH:37][C:36]([OH:39])=[CH:35][CH:34]=4)([C:23]2=[N:22]1)[CH2:29][CH2:28]3.CS(C)=O. (2) The reactants are: N(C(OCC)=O)=NC(OCC)=O.[F:13][C:14]1[CH:23]=[CH:22][C:17]([O:18][CH2:19][CH2:20]O)=[CH:16][CH:15]=1.[C:24]1(=[O:34])[C:32]2[C:27](=[CH:28][CH:29]=[CH:30][CH:31]=2)[C:26](=[O:33])[NH:25]1.C1(P(C2C=CC=CC=2)C2C=CC=CC=2)C=CC=CC=1. Given the product [F:13][C:14]1[CH:15]=[CH:16][C:17]([O:18][CH2:19][CH2:20][N:25]2[C:26](=[O:33])[C:27]3[C:32](=[CH:31][CH:30]=[CH:29][CH:28]=3)[C:24]2=[O:34])=[CH:22][CH:23]=1, predict the reactants needed to synthesize it. (3) Given the product [CH2:9]([C:7]1[N:6]([C:11]2[CH:16]=[CH:15][C:14]([CH2:17][CH2:18][OH:19])=[CH:13][CH:12]=2)[C:5]2[CH:20]=[CH:21][C:2]([C:2]3[CH:21]=[CH:20][CH:5]=[CH:4][CH:3]=3)=[CH:3][C:4]=2[N:8]=1)[CH3:10], predict the reactants needed to synthesize it. The reactants are: Br[C:2]1[CH:21]=[CH:20][C:5]2[N:6]([C:11]3[CH:16]=[CH:15][C:14]([CH2:17][CH2:18][OH:19])=[CH:13][CH:12]=3)[C:7]([CH2:9][CH3:10])=[N:8][C:4]=2[CH:3]=1.C([O-])([O-])=O.[K+].[K+]. (4) Given the product [CH3:11][C:1]1[CH:6]=[C:5]([CH3:7])[CH:4]=[C:3]([CH3:8])[C:2]=1[CH:9]1[C:25]2[CH:26]=[CH:27][C:28]([OH:34])=[CH:29][C:30]=2[O:31][C:32]2[C:10]1=[CH:22][CH:21]=[C:20]([OH:19])[CH:33]=2, predict the reactants needed to synthesize it. The reactants are: [C:1]1([CH3:11])[CH:6]=[C:5]([CH3:7])[CH:4]=[C:3]([CH3:8])[C:2]=1[C:9]#[CH:10].C([Li])CCC.C[Si](C)(C(C)(C)C)[O:19][C:20]1[CH:21]=[CH:22]C2C(=O)[C:25]3[C:30]([O:31][C:32]=2[CH:33]=1)=[CH:29][C:28]([O:34][Si](C)(C)C(C)(C)C)=[CH:27][CH:26]=3.F.F.F.C(N(CC)CC)C. (5) Given the product [NH2:11][C:5]1[N:4]=[CH:3][C:2]([F:1])=[CH:10][C:6]=1[C:7]([NH2:9])=[O:8], predict the reactants needed to synthesize it. The reactants are: [F:1][C:2]1[CH:3]=[N:4][C:5]([NH:11]CC2C=CC(OC)=CC=2)=[C:6]([CH:10]=1)[C:7]([NH2:9])=[O:8].C(O)(C(F)(F)F)=O. (6) Given the product [CH2:40]([O:41][C:42](=[O:57])[C:43]1[CH:55]=[C:54]([CH:8]=[C:7]([F:20])[F:6])[CH:53]=[C:45]([C:46]([N:48]([CH3:52])[CH2:49][CH2:50][CH3:51])=[O:47])[CH:44]=1)[CH3:1], predict the reactants needed to synthesize it. The reactants are: [CH2:1]([Li])CCC.[F:6][C:7]([F:20])=[CH:8]OS(C1C=CC(C)=CC=1)(=O)=O.C1(P(C2C=CC=CC=2)C2C=CC=CC=2)C=CC=CC=1.[CH3:40][O:41][C:42](=[O:57])[C:43]1[CH:55]=[C:54](I)[CH:53]=[C:45]([C:46]([N:48]([CH3:52])[CH2:49][CH2:50][CH3:51])=[O:47])[CH:44]=1.P([O-])([O-])([O-])=O.